Task: Predict which catalyst facilitates the given reaction.. Dataset: Catalyst prediction with 721,799 reactions and 888 catalyst types from USPTO (1) Reactant: [ClH:1].[N:2]1([CH2:8][CH2:9][CH2:10][O:11][C:12]2[CH:20]=[CH:19][C:15]([C:16](O)=[O:17])=[CH:14][CH:13]=2)[CH2:7][CH2:6][CH2:5][CH2:4][CH2:3]1. Product: [ClH:1].[N:2]1([CH2:8][CH2:9][CH2:10][O:11][C:12]2[CH:20]=[CH:19][C:15]([C:16]([Cl:1])=[O:17])=[CH:14][CH:13]=2)[CH2:7][CH2:6][CH2:5][CH2:4][CH2:3]1. The catalyst class is: 309. (2) Reactant: CS(O[CH2:6][CH2:7][O:8][C:9]1[C:14]([CH3:15])=[CH:13][C:12]([C:16]2[CH:21]=[CH:20][C:19]([C:22]([O:24][CH2:25][C:26]3[CH:31]=[CH:30][CH:29]=[CH:28][CH:27]=3)=[O:23])=[CH:18][CH:17]=2)=[CH:11][C:10]=1[CH3:32])(=O)=O.[NH2:33][C@@H:34]([CH3:44])[C@@H:35]([C:37]1[CH:42]=[CH:41][C:40]([OH:43])=[CH:39][CH:38]=1)[OH:36].C(NC(C)C)(C)C.O. Product: [OH:36][C@H:35]([C:37]1[CH:42]=[CH:41][C:40]([OH:43])=[CH:39][CH:38]=1)[C@@H:34]([NH:33][CH2:6][CH2:7][O:8][C:9]1[C:10]([CH3:32])=[CH:11][C:12]([C:16]2[CH:21]=[CH:20][C:19]([C:22]([O:24][CH2:25][C:26]3[CH:27]=[CH:28][CH:29]=[CH:30][CH:31]=3)=[O:23])=[CH:18][CH:17]=2)=[CH:13][C:14]=1[CH3:15])[CH3:44]. The catalyst class is: 42. (3) Reactant: Br[CH2:2][CH2:3][CH2:4][CH2:5][O:6][C:7]1[CH:16]=[C:15]2[C:10]([CH:11]([CH2:18][NH:19][C:20](=[O:26])[O:21][C:22]([CH3:25])([CH3:24])[CH3:23])[CH2:12][C:13](=[O:17])[NH:14]2)=[CH:9][CH:8]=1.Cl.[Cl:28][C:29]1[C:34]([Cl:35])=[CH:33][CH:32]=[CH:31][C:30]=1[N:36]1[CH2:41][CH2:40][NH:39][CH2:38][CH2:37]1.C([O-])([O-])=O.[K+].[K+]. Product: [Cl:28][C:29]1[C:34]([Cl:35])=[CH:33][CH:32]=[CH:31][C:30]=1[N:36]1[CH2:41][CH2:40][N:39]([CH2:2][CH2:3][CH2:4][CH2:5][O:6][C:7]2[CH:16]=[C:15]3[C:10]([CH:11]([CH2:18][NH:19][C:20](=[O:26])[O:21][C:22]([CH3:25])([CH3:24])[CH3:23])[CH2:12][C:13](=[O:17])[NH:14]3)=[CH:9][CH:8]=2)[CH2:38][CH2:37]1. The catalyst class is: 3. (4) Reactant: [CH2:1]([C:6]1[CH:11]=[CH:10][C:9]([S:12]([NH:15][C:16]2([CH2:21][C:22]([O:24][CH2:25][CH3:26])=[O:23])[CH2:20][CH2:19][NH:18][CH2:17]2)(=[O:14])=[O:13])=[CH:8][CH:7]=1)[CH2:2][CH2:3][CH2:4][CH3:5].[CH2:27]=O. Product: [CH3:27][N:18]1[CH2:19][CH2:20][C:16]([CH2:21][C:22]([O:24][CH2:25][CH3:26])=[O:23])([NH:15][S:12]([C:9]2[CH:10]=[CH:11][C:6]([CH2:1][CH2:2][CH2:3][CH2:4][CH3:5])=[CH:7][CH:8]=2)(=[O:13])=[O:14])[CH2:17]1. The catalyst class is: 106. (5) The catalyst class is: 19. Reactant: [C:1]([C:3]1[CH:4]=[C:5]([N+:12]([O-])=O)[CH:6]=[C:7]2[C:11]=1[NH:10][CH:9]=[CH:8]2)#[N:2].NN. Product: [C:1]([C:3]1[CH:4]=[C:5]([NH2:12])[CH:6]=[C:7]2[C:11]=1[NH:10][CH:9]=[CH:8]2)#[N:2].